This data is from HIV replication inhibition screening data with 41,000+ compounds from the AIDS Antiviral Screen. The task is: Binary Classification. Given a drug SMILES string, predict its activity (active/inactive) in a high-throughput screening assay against a specified biological target. (1) The drug is COc1cc(C=CC(=NNC(N)=S)c2sc(NNC(C)=O)nc2C)ccc1O. The result is 0 (inactive). (2) The drug is CCCCOC1NC(=O)NC(=O)C1(F)C(=O)OCC. The result is 0 (inactive). (3) The compound is CC1(C)C(=O)C2(N)CCC1C2.Cl. The result is 0 (inactive).